From a dataset of Reaction yield outcomes from USPTO patents with 853,638 reactions. Predict the reaction yield, written as a fraction of the theoretical maximum amount of product (1.0 means a 100% yield; for example, 0.34 means a 34% yield). (1) The product is [CH2:19]([NH:26][C:15]([C:11]1[S:10][C:9]([N:6]2[CH:7]=[CH:8][C:3]([O:2][CH3:1])=[CH:4][C:5]2=[O:18])=[N:13][C:12]=1[CH3:14])=[O:17])[C:20]1[CH:25]=[CH:24][CH:23]=[CH:22][CH:21]=1. The reactants are [CH3:1][O:2][C:3]1[CH:8]=[CH:7][N:6]([C:9]2[S:10][C:11]([C:15]([OH:17])=O)=[C:12]([CH3:14])[N:13]=2)[C:5](=[O:18])[CH:4]=1.[CH2:19]([NH2:26])[C:20]1[CH:25]=[CH:24][CH:23]=[CH:22][CH:21]=1. The yield is 0.170. No catalyst specified. (2) The reactants are CN(C=O)C.[Br:6][C:7]1[C:15]2[N:14]=[C:13]([CH:16]([F:18])[F:17])[NH:12][C:11]=2[CH:10]=[C:9]([N+:19]([O-:21])=[O:20])[CH:8]=1.Br[CH2:23][C:24]1[CH:29]=[CH:28][CH:27]=[C:26]([C:30]([F:33])([F:32])[F:31])[C:25]=1[CH3:34].C(=O)([O-])[O-].[K+].[K+]. The catalyst is O. The product is [Br:6][C:7]1[C:15]2[N:14]=[C:13]([CH:16]([F:17])[F:18])[N:12]([CH2:23][C:24]3[CH:29]=[CH:28][CH:27]=[C:26]([C:30]([F:31])([F:32])[F:33])[C:25]=3[CH3:34])[C:11]=2[CH:10]=[C:9]([N+:19]([O-:21])=[O:20])[CH:8]=1. The yield is 0.303. (3) The reactants are [H-].[Na+].[CH:3]1([NH:6][C:7]([C:9]2[CH:10]=[N:11][NH:12][CH:13]=2)=[O:8])[CH2:5][CH2:4]1.[C:14]([C:18]1[N:22]([CH2:23][CH:24]2[CH2:29][CH2:28][O:27][CH2:26][CH2:25]2)[C:21]2[CH:30]=[CH:31][C:32]([S:34](Cl)(=[O:36])=[O:35])=[CH:33][C:20]=2[N:19]=1)([CH3:17])([CH3:16])[CH3:15]. The catalyst is C1COCC1.CN(C=O)C. The product is [C:14]([C:18]1[N:22]([CH2:23][CH:24]2[CH2:25][CH2:26][O:27][CH2:28][CH2:29]2)[C:21]2[CH:30]=[CH:31][C:32]([S:34]([N:11]3[CH:10]=[C:9]([C:7]([NH:6][CH:3]4[CH2:4][CH2:5]4)=[O:8])[CH:13]=[N:12]3)(=[O:35])=[O:36])=[CH:33][C:20]=2[N:19]=1)([CH3:17])([CH3:15])[CH3:16]. The yield is 0.330.